This data is from Reaction yield outcomes from USPTO patents with 853,638 reactions. The task is: Predict the reaction yield, written as a fraction of the theoretical maximum amount of product (1.0 means a 100% yield; for example, 0.34 means a 34% yield). (1) The reactants are C(OC(N[C@@H](C(C)C)C(O)=O)=O)(C)(C)C.C(OC(NC(C(C)(C)C)C(O)=O)=O)(C)(C)C.[NH2:32][C@H:33]1[C:41]2[C:36](=[CH:37][CH:38]=[CH:39][CH:40]=2)[CH2:35][C@H:34]1[OH:42].C(OC(=O)NC(C(=O)NC1C2C(=CC=CC=2)CC1O)C(C)(C)C)(C)(C)C.ClNC(=O)[O-].C([O:76][C:77]([C:79]1([NH:84][C:85]([CH:87]2[CH2:91][CH:90]([O:92][C:93]3[C:102]4[C:97](=[CH:98][C:99]([O:103][CH3:104])=[CH:100][CH:101]=4)[N:96]=[C:95]([C:105]4[CH:110]=[CH:109][CH:108]=[CH:107][CH:106]=4)[CH:94]=3)[CH2:89][N:88]2[C:111](=[O:131])[NH:112][CH:113]([C:118](=[O:130])NC2C3C(=CC=CC=3)CC2O)[C:114](C)([CH3:116])[CH3:115])=[O:86])[CH2:81][CH:80]1[CH:82]=[CH2:83])=[O:78])C. No catalyst specified. The product is [OH:42][C@@H:34]1[CH2:35][C:36]2[C:41](=[CH:40][CH:39]=[CH:38][CH:37]=2)[C@@H:33]1[NH:32][C:118]([C@@H:113]([NH:112][C:111]([N:88]1[CH2:89][C@H:90]([O:92][C:93]2[C:102]3[C:97](=[CH:98][C:99]([O:103][CH3:104])=[CH:100][CH:101]=3)[N:96]=[C:95]([C:105]3[CH:106]=[CH:107][CH:108]=[CH:109][CH:110]=3)[CH:94]=2)[CH2:91][C@H:87]1[C:85]([NH:84][C@:79]1([C:77]([OH:78])=[O:76])[CH2:81][C@H:80]1[CH:82]=[CH2:83])=[O:86])=[O:131])[CH:114]([CH3:116])[CH3:115])=[O:130]. The yield is 0.220. (2) The reactants are C([Li])CCC.Br[C:7]1[CH:8]=[N:9][C:10]([N:13]([CH3:15])[CH3:14])=[N:11][CH:12]=1.[CH2:16]([Sn:20](Cl)([CH2:25][CH2:26][CH2:27][CH3:28])[CH2:21][CH2:22][CH2:23][CH3:24])[CH2:17][CH2:18][CH3:19].[F-].[K+]. The catalyst is O1CCCC1.C(OCC)(=O)C. The product is [CH2:25]([Sn:20]([CH2:16][CH2:17][CH2:18][CH3:19])([CH2:21][CH2:22][CH2:23][CH3:24])[C:7]1[CH:8]=[N:9][C:10]([N:13]([CH3:15])[CH3:14])=[N:11][CH:12]=1)[CH2:26][CH2:27][CH3:28]. The yield is 0.740. (3) The reactants are [NH2:1][C:2]1[C:3]([C:19]#[N:20])=[C:4]([CH:16]=[CH:17][CH:18]=1)[O:5][CH2:6][C:7]([CH3:15])([CH3:14])[C:8]([NH:10][CH2:11][CH2:12][CH3:13])=[O:9].[C:21]([O:27][CH2:28][CH3:29])(=[O:26])[CH2:22][C:23]([CH3:25])=O.Cl[Sn](Cl)(Cl)Cl. The catalyst is C1(C)C=CC=CC=1. The product is [NH2:20][C:19]1[C:3]2[C:2](=[CH:18][CH:17]=[CH:16][C:4]=2[O:5][CH2:6][C:7]([CH3:15])([CH3:14])[C:8](=[O:9])[NH:10][CH2:11][CH2:12][CH3:13])[N:1]=[C:23]([CH3:25])[C:22]=1[C:21]([O:27][CH2:28][CH3:29])=[O:26]. The yield is 0.840. (4) The yield is 0.420. The reactants are [NH2:1][C:2]1[CH:3]=[C:4]([C@@H:8]([NH:10][C:11]2[CH:16]=[N:15][CH:14]=[C:13]([Cl:17])[N:12]=2)[CH3:9])[CH:5]=[CH:6][CH:7]=1.[C:18](=[O:21])([O-])O.[Na+].ClC(Cl)(OC(=O)OC(Cl)(Cl)Cl)Cl.[CH3:35][C:36]1[CH:37]=[C:38]([NH2:42])[CH:39]=[N:40][CH:41]=1. The product is [Cl:17][C:13]1[N:12]=[C:11]([NH:10][C@H:8]([C:4]2[CH:3]=[C:2]([NH:1][C:18]([NH:42][C:38]3[CH:39]=[N:40][CH:41]=[C:36]([CH3:35])[CH:37]=3)=[O:21])[CH:7]=[CH:6][CH:5]=2)[CH3:9])[CH:16]=[N:15][CH:14]=1. The catalyst is ClCCl.